From a dataset of Full USPTO retrosynthesis dataset with 1.9M reactions from patents (1976-2016). Predict the reactants needed to synthesize the given product. (1) The reactants are: [OH:1][C:2]1[CH:14]=[CH:13][C:5]2[CH:6]=[C:7]([C:9]([O:11][CH3:12])=[O:10])[O:8][C:4]=2[CH:3]=1.Cl[CH2:16][CH2:17][N:18]1[CH2:23][CH2:22][CH2:21][CH2:20][CH2:19]1.C([O-])([O-])=O.[K+].[K+]. Given the product [N:18]1([CH2:17][CH2:16][O:1][C:2]2[CH:14]=[CH:13][C:5]3[CH:6]=[C:7]([C:9]([O:11][CH3:12])=[O:10])[O:8][C:4]=3[CH:3]=2)[CH2:23][CH2:22][CH2:21][CH2:20][CH2:19]1, predict the reactants needed to synthesize it. (2) Given the product [NH2:25][C@:21]1([CH2:22][OH:23])[CH2:27][CH2:28][C@H:19]([C:14]2[CH:13]=[CH:12][C:11]3[CH2:10][C@H:9]([O:8][CH2:7][C:6]4[CH:5]=[CH:4][C:3]([CH2:1][CH3:2])=[CH:30][CH:29]=4)[CH2:18][CH2:17][C:16]=3[CH:15]=2)[CH2:20]1, predict the reactants needed to synthesize it. The reactants are: [CH2:1]([C:3]1[CH:30]=[CH:29][C:6]([CH2:7][O:8][C@@H:9]2[CH2:18][CH2:17][C:16]3[CH:15]=[C:14]([C@H:19]4[CH2:28][CH2:27][C@@:21]5([NH:25]C(=O)[O:23][CH2:22]5)[CH2:20]4)[CH:13]=[CH:12][C:11]=3[CH2:10]2)=[CH:5][CH:4]=1)[CH3:2].O.[OH-].[Li+]. (3) Given the product [CH3:15][O:14][CH2:13][CH2:12][N:6]1[CH:7]=[CH:8][C:4]([N+:1]([O-:3])=[O:2])=[N:5]1, predict the reactants needed to synthesize it. The reactants are: [N+:1]([C:4]1[CH:8]=[CH:7][NH:6][N:5]=1)([O-:3])=[O:2].[H-].[Na+].Br[CH2:12][CH2:13][O:14][CH3:15]. (4) Given the product [N:31]1[CH:32]=[CH:33][CH:34]=[C:29]([C:26]2[CH:27]=[CH:28][C:23]3[N:24]([C:20]([CH2:19][C:14]4[CH:15]=[C:16]5[C:11](=[CH:12][CH:13]=4)[N:10]=[CH:9][NH:8][C:17]5=[O:18])=[N:21][N:22]=3)[N:25]=2)[CH:30]=1, predict the reactants needed to synthesize it. The reactants are: COC1C=CC(C[N:8]2[C:17](=[O:18])[C:16]3[C:11](=[CH:12][CH:13]=[C:14]([CH2:19][C:20]4[N:24]5[N:25]=[C:26]([C:29]6[CH:30]=[N:31][CH:32]=[CH:33][CH:34]=6)[CH:27]=[CH:28][C:23]5=[N:22][N:21]=4)[CH:15]=3)[N:10]=[CH:9]2)=CC=1.FC(F)(F)C(O)=O.C1(OC)C=CC=CC=1.